From a dataset of Reaction yield outcomes from USPTO patents with 853,638 reactions. Predict the reaction yield, written as a fraction of the theoretical maximum amount of product (1.0 means a 100% yield; for example, 0.34 means a 34% yield). (1) The reactants are [CH2:1]([O:3][C:4](=[O:38])[CH:5]=[CH:6][C:7]1[N:8]([C:26]2[CH:31]=[CH:30][C:29]([O:32][CH:33]3[CH2:37][CH2:36][CH2:35][CH2:34]3)=[CH:28][CH:27]=2)[C:9]2[C:14]([CH:15]=1)=[CH:13][C:12]([C:16]1[CH:21]=[CH:20][C:19]([C:22]([CH3:25])([CH3:24])[CH3:23])=[CH:18][CH:17]=1)=[CH:11][CH:10]=2)[CH3:2]. The catalyst is [Pd].CCOC(C)=O.CCO. The product is [CH2:1]([O:3][C:4](=[O:38])[CH2:5][CH2:6][C:7]1[N:8]([C:26]2[CH:31]=[CH:30][C:29]([O:32][CH:33]3[CH2:37][CH2:36][CH2:35][CH2:34]3)=[CH:28][CH:27]=2)[C:9]2[C:14]([CH:15]=1)=[CH:13][C:12]([C:16]1[CH:21]=[CH:20][C:19]([C:22]([CH3:25])([CH3:24])[CH3:23])=[CH:18][CH:17]=1)=[CH:11][CH:10]=2)[CH3:2]. The yield is 0.950. (2) The reactants are [Br:1][C:2]1[CH:7]=[CH:6][C:5]([C:8](=[C:17]2[CH2:23][CH2:22][CH2:21][CH2:20][CH2:19][CH2:18]2)[C:9]2[CH:14]=[CH:13][CH:12]=[C:11]([O:15]C)[CH:10]=2)=[CH:4][CH:3]=1.B(Br)(Br)Br.O. The catalyst is C(Cl)Cl. The product is [Br:1][C:2]1[CH:7]=[CH:6][C:5]([C:8](=[C:17]2[CH2:18][CH2:19][CH2:20][CH2:21][CH2:22][CH2:23]2)[C:9]2[CH:10]=[C:11]([OH:15])[CH:12]=[CH:13][CH:14]=2)=[CH:4][CH:3]=1. The yield is 0.820. (3) The reactants are [CH3:1][O:2][C:3]1[CH:4]=[C:5]2[C:10](=[CH:11][C:12]=1[O:13][CH3:14])[N:9]=[CH:8][CH:7]=[C:6]2[O:15][C:16]1[CH:22]=[CH:21][C:19]([NH2:20])=[CH:18][CH:17]=1.C1(C)C=CC=CC=1.C(N(CC)CC)C.Cl[C:38](Cl)([O:40][C:41](=[O:47])OC(Cl)(Cl)Cl)Cl.[CH3:49][C:50]1[CH:55]=[CH:54][C:53]([S:56][CH2:57][CH2:58]CO)=[CH:52][CH:51]=1. The catalyst is C(Cl)Cl. The product is [CH3:1][O:2][C:3]1[CH:4]=[C:5]2[C:10](=[CH:11][C:12]=1[O:13][CH3:14])[N:9]=[CH:8][CH:7]=[C:6]2[O:15][C:16]1[CH:22]=[CH:21][C:19]([NH:20][C:41](=[O:47])[O:40][CH2:38][CH2:58][CH2:57][S:56][C:53]2[CH:54]=[CH:55][C:50]([CH3:49])=[CH:51][CH:52]=2)=[CH:18][CH:17]=1. The yield is 0.670. (4) The reactants are [OH:1][C:2]1[CH:3]=[C:4]([CH:27]=[CH:28][C:29]=1[N+:30]([O-])=O)[O:5][C:6]1[C:15]2[C:10](=[C:11]([O:16][C:17]3[CH:22]=[CH:21][C:20]([N+:23]([O-])=O)=[C:19]([OH:26])[CH:18]=3)[CH:12]=[CH:13][CH:14]=2)[CH:9]=[CH:8][CH:7]=1.[K+].[Br-]. No catalyst specified. The product is [NH2:23][C:20]1[CH:21]=[CH:22][C:17]([O:16][C:11]2[C:10]3[C:15](=[C:6]([O:5][C:4]4[CH:27]=[CH:28][C:29]([NH2:30])=[C:2]([OH:1])[CH:3]=4)[CH:7]=[CH:8][CH:9]=3)[CH:14]=[CH:13][CH:12]=2)=[CH:18][C:19]=1[OH:26]. The yield is 0.789. (5) The reactants are [F:1][C:2]1[CH:7]=[C:6]([F:8])[CH:5]=[CH:4][C:3]=1[N:9]1[C:13]([C:14]2[S:23][C:22]3[C:21]4[N:24]=[C:25]([N:28]5[CH2:33][C@H:32]([CH3:34])[NH:31][C@H:30]([CH3:35])[CH2:29]5)[CH:26]=[CH:27][C:20]=4[O:19][CH2:18][CH2:17][C:16]=3[CH:15]=2)=[N:12][CH:11]=[N:10]1.Br[CH2:37][CH2:38]F.C(=O)([O-])[O-].[Cs+].[Cs+]. The catalyst is CN(C)C=O. The product is [F:1][C:2]1[CH:7]=[C:6]([F:8])[CH:5]=[CH:4][C:3]=1[N:9]1[C:13]([C:14]2[S:23][C:22]3[C:21]4[N:24]=[C:25]([N:28]5[CH2:33][C@H:32]([CH3:34])[N:31]([CH2:37][CH3:38])[C@H:30]([CH3:35])[CH2:29]5)[CH:26]=[CH:27][C:20]=4[O:19][CH2:18][CH2:17][C:16]=3[CH:15]=2)=[N:12][CH:11]=[N:10]1. The yield is 0.560.